Dataset: Full USPTO retrosynthesis dataset with 1.9M reactions from patents (1976-2016). Task: Predict the reactants needed to synthesize the given product. Given the product [C:22]([O:21][C:20](=[O:26])[NH:19][CH2:18][CH:15]1[CH2:16][CH2:17][N:13]([C:11]([C:9]2[S:10][C:3]3[C:4](=[N:5][CH:6]=[CH:7][C:2]=3[O:40][C:36]3[CH:35]=[C:34]4[C:39]([C:31]([C:29]([NH:28][CH3:27])=[O:30])=[C:32]([CH3:42])[N:33]4[CH3:41])=[CH:38][CH:37]=3)[CH:8]=2)=[O:12])[CH2:14]1)([CH3:25])([CH3:24])[CH3:23], predict the reactants needed to synthesize it. The reactants are: Cl[C:2]1[CH:7]=[CH:6][N:5]=[C:4]2[CH:8]=[C:9]([C:11]([N:13]3[CH2:17][CH2:16][CH:15]([CH2:18][NH:19][C:20](=[O:26])[O:21][C:22]([CH3:25])([CH3:24])[CH3:23])[CH2:14]3)=[O:12])[S:10][C:3]=12.[CH3:27][NH:28][C:29]([C:31]1[C:39]2[C:34](=[CH:35][C:36]([OH:40])=[CH:37][CH:38]=2)[N:33]([CH3:41])[C:32]=1[CH3:42])=[O:30].C([O-])([O-])=O.[Cs+].[Cs+].